Task: Predict the reactants needed to synthesize the given product.. Dataset: Full USPTO retrosynthesis dataset with 1.9M reactions from patents (1976-2016) (1) Given the product [C:1]([O:5][C:6](=[O:20])[NH:7][C:8]1[C:9]([C:13]2[CH:14]=[CH:15][C:16]([O:19][CH2:28][C:29](=[O:30])[C:31]3[CH:36]=[CH:35][CH:34]=[CH:33][CH:32]=3)=[CH:17][CH:18]=2)=[N:10][O:11][CH:12]=1)([CH3:4])([CH3:2])[CH3:3], predict the reactants needed to synthesize it. The reactants are: [C:1]([O:5][C:6](=[O:20])[NH:7][C:8]1[C:9]([C:13]2[CH:18]=[CH:17][C:16]([OH:19])=[CH:15][CH:14]=2)=[N:10][O:11][CH:12]=1)([CH3:4])([CH3:3])[CH3:2].C([O-])([O-])=O.[K+].[K+].Br[CH2:28][C:29]([C:31]1[CH:36]=[CH:35][CH:34]=[CH:33][CH:32]=1)=[O:30].O.C(OCC)(=O)C. (2) Given the product [C:11]([O:15][C:16](=[O:23])[NH:17][CH2:18][CH2:19][CH2:20][CH2:21][NH:22][CH:8]([C:4]1[CH:3]=[C:2]([CH3:1])[CH:7]=[CH:6][N:5]=1)[CH3:9])([CH3:14])([CH3:12])[CH3:13], predict the reactants needed to synthesize it. The reactants are: [CH3:1][C:2]1[CH:7]=[CH:6][N:5]=[C:4]([C:8](=O)[CH3:9])[CH:3]=1.[C:11]([O:15][C:16](=[O:23])[NH:17][CH2:18][CH2:19][CH2:20][CH2:21][NH2:22])([CH3:14])([CH3:13])[CH3:12].[BH-](OC(C)=O)(OC(C)=O)OC(C)=O.[Na+]. (3) Given the product [CH3:13][O:12][C:4]1[CH:3]=[C:2]([O:20][C:14]2[CH:19]=[CH:18][CH:17]=[CH:16][CH:15]=2)[CH:11]=[CH:10][C:5]=1[C:6]([O:8][CH3:9])=[O:7], predict the reactants needed to synthesize it. The reactants are: F[C:2]1[CH:11]=[CH:10][C:5]([C:6]([O:8][CH3:9])=[O:7])=[C:4]([O:12][CH3:13])[CH:3]=1.[C:14]1([OH:20])[CH:19]=[CH:18][CH:17]=[CH:16][CH:15]=1.C(=O)([O-])[O-].[K+].[K+]. (4) Given the product [CH2:1]([O:4][C:5]1([CH3:36])[CH2:10][CH2:9][N:8]([C:11]2[N:16]3[N:17]=[C:18]([CH2:20][N:21]4[CH:38]=[C:37]([C:39]5[CH:44]=[CH:43][CH:42]=[CH:41][C:40]=5[CH2:45][OH:46])[N:23]=[N:22]4)[CH:19]=[C:15]3[N:14]=[C:13]([CH3:24])[C:12]=2[C@H:25]([O:31][C:32]([CH3:35])([CH3:34])[CH3:33])[C:26]([O:28][CH2:29][CH3:30])=[O:27])[CH2:7][CH2:6]1)[CH:2]=[CH2:3], predict the reactants needed to synthesize it. The reactants are: [CH2:1]([O:4][C:5]1([CH3:36])[CH2:10][CH2:9][N:8]([C:11]2[N:16]3[N:17]=[C:18]([CH2:20][N:21]=[N+:22]=[N-:23])[CH:19]=[C:15]3[N:14]=[C:13]([CH3:24])[C:12]=2[C@H:25]([O:31][C:32]([CH3:35])([CH3:34])[CH3:33])[C:26]([O:28][CH2:29][CH3:30])=[O:27])[CH2:7][CH2:6]1)[CH:2]=[CH2:3].[C:37]([C:39]1[CH:44]=[CH:43][CH:42]=[CH:41][C:40]=1[CH2:45][OH:46])#[CH:38].CCN(C(C)C)C(C)C. (5) Given the product [Br:18][CH:13]([C:10]1[N:9]=[C:8]([C:6]2[CH:7]=[C:2]([Cl:1])[CH:3]=[CH:4][C:5]=2[F:16])[O:12][N:11]=1)[CH3:14], predict the reactants needed to synthesize it. The reactants are: [Cl:1][C:2]1[CH:3]=[CH:4][C:5]([F:16])=[C:6]([C:8]2[O:12][N:11]=[C:10]([CH:13](O)[CH3:14])[N:9]=2)[CH:7]=1.P(Br)(Br)[Br:18].O.C([O-])(O)=O.[Na+].